From a dataset of Retrosynthesis with 50K atom-mapped reactions and 10 reaction types from USPTO. Predict the reactants needed to synthesize the given product. (1) Given the product C[C@@H]1CCCN1CCCOc1ccc(-c2nc3c(s2)CN(CC(=O)O)CC3)cc1, predict the reactants needed to synthesize it. The reactants are: C[C@@H]1CCCN1CCCOc1ccc(-c2nc3c(s2)CN(CC(=O)OC(C)(C)C)CC3)cc1. (2) Given the product COc1cc(OC)c2c(=O)[nH]c(-c3ccc(N4CCN(C(=O)c5ccncc5)CC4)cc3)nc2c1, predict the reactants needed to synthesize it. The reactants are: COc1cc(OC)c2c(=O)[nH]c(-c3ccc(N4CCNCC4)cc3)nc2c1.O=C(O)c1ccncc1.